This data is from Catalyst prediction with 721,799 reactions and 888 catalyst types from USPTO. The task is: Predict which catalyst facilitates the given reaction. (1) Reactant: [O:1]=[C:2]1[C:6]2([CH2:11][CH2:10][N:9]([C:12]([O:14][C:15]([CH3:18])([CH3:17])[CH3:16])=[O:13])[CH2:8][CH2:7]2)[CH2:5][CH2:4][NH:3]1.FC(F)(F)S(O[C:25]1[CH2:26][O:27][C:28](=[O:31])[C:29]=1[CH3:30])(=O)=O.CC1(C)C2C(=C(P(C3C=CC=CC=3)C3C=CC=CC=3)C=CC=2)OC2C(P(C3C=CC=CC=3)C3C=CC=CC=3)=CC=CC1=2.C([O-])([O-])=O.[Cs+].[Cs+]. Product: [CH3:30][C:29]1[C:28](=[O:31])[O:27][CH2:26][C:25]=1[N:3]1[CH2:4][CH2:5][C:6]2([CH2:11][CH2:10][N:9]([C:12]([O:14][C:15]([CH3:18])([CH3:17])[CH3:16])=[O:13])[CH2:8][CH2:7]2)[C:2]1=[O:1]. The catalyst class is: 101. (2) Reactant: [Cl:1][C:2]1[CH:7]=[CH:6][C:5]([CH:8]([NH:14][C:15]2[CH:20]=[CH:19][C:18](B3OC(C)(C)C(C)(C)O3)=[CH:17][CH:16]=2)[CH2:9][NH:10][CH:11]([CH3:13])[CH3:12])=[CH:4][CH:3]=1.C([O-])([O-])=O.[Na+].[Na+].[N+](C1C=CC(C([O:45][C@H:46]2[C:50]3[N:51]=[CH:52][N:53]=[C:54](Cl)[C:49]=3[C@H:48]([CH3:56])[CH2:47]2)=O)=CC=1)([O-])=O.C(O)CC. Product: [ClH:1].[Cl:1][C:2]1[CH:3]=[CH:4][C:5]([CH:8]([NH:14][C:15]2[CH:16]=[CH:17][C:18]([C:54]3[C:49]4[C@H:48]([CH3:56])[CH2:47][C@@H:46]([OH:45])[C:50]=4[N:51]=[CH:52][N:53]=3)=[CH:19][CH:20]=2)[CH2:9][NH:10][CH:11]([CH3:12])[CH3:13])=[CH:6][CH:7]=1. The catalyst class is: 73. (3) Reactant: [CH:1]1([C:4]2[CH:5]=[C:6]([C:29]([O:31][CH2:32][CH3:33])=[O:30])[C:7](=[O:28])[N:8]3[C:13]=2[C:12]([CH3:14])=[C:11]([C:15]2[S:16][C:17](OC4CCCCO4)=[C:18]([F:20])[CH:19]=2)[CH:10]=[CH:9]3)[CH2:3][CH2:2]1.[CH2:34]([OH:36])C.C1(C)C=CC(S([O-])(=O)=O)=CC=1.[NH+]1C=CC=CC=1.C(=O)([O-])O.[Na+]. Product: [CH:1]1([C:4]2[CH:5]=[C:6]([C:29]([O:31][CH2:32][CH3:33])=[O:30])[C:7](=[O:28])[N:8]3[C:13]=2[C:12]([CH3:14])=[C:11]([C:15]2[S:16][C:17]([CH2:34][OH:36])=[C:18]([F:20])[CH:19]=2)[CH:10]=[CH:9]3)[CH2:2][CH2:3]1. The catalyst class is: 7. (4) Reactant: [O:1]1CCO[CH:2]1[C:6]1[CH:13]=[CH:12][C:9]([CH2:10][NH2:11])=[CH:8][CH:7]=1.C(O)(=O)CCCCCCC.C1CCC(N=C=NC2CCCCC2)CC1.C1C=CC2N(O)N=NC=2C=1. Product: [C:10]([C:9]1[CH:12]=[CH:13][C:6]([CH:2]=[O:1])=[CH:7][CH:8]=1)#[N:11]. The catalyst class is: 4.